This data is from Forward reaction prediction with 1.9M reactions from USPTO patents (1976-2016). The task is: Predict the product of the given reaction. (1) Given the reactants [N:1]1([CH2:6][C:7]2[CH:8]=[C:9]([NH:13][C:14]3[N:23]=[CH:22][C:21]4[C:16](=[CH:17][C:18]([O:25][C@H:26]5[CH2:30][CH2:29][N:28](C(OC(C)(C)C)=O)[CH2:27]5)=[C:19](Br)[CH:20]=4)[N:15]=3)[CH:10]=[CH:11][CH:12]=2)[CH:5]=[N:4][CH:3]=[N:2]1.[CH3:38]B1OB(C)OB(C)O1.C(=O)([O-])[O-].[K+].[K+], predict the reaction product. The product is: [N:1]1([CH2:6][C:7]2[CH:8]=[C:9]([NH:13][C:14]3[N:23]=[CH:22][C:21]4[C:16](=[CH:17][C:18]([O:25][C@H:26]5[CH2:30][CH2:29][NH:28][CH2:27]5)=[C:19]([CH3:38])[CH:20]=4)[N:15]=3)[CH:10]=[CH:11][CH:12]=2)[CH:5]=[N:4][CH:3]=[N:2]1. (2) Given the reactants [Cl:1][C:2]1[CH:3]=[C:4]([OH:26])[CH:5]=[N:6][C:7]=1[O:8][C:9]1[CH:10]=[C:11]2[C:16](=[CH:17][CH:18]=1)[N:15]=[CH:14][N:13]=[C:12]2[NH:19][C:20]1[CH:24]=[CH:23][N:22]([CH3:25])[N:21]=1.CS(O[CH:32]1[CH2:35][N:34](C(OC(C)(C)C)=O)[CH2:33]1)(=O)=O, predict the reaction product. The product is: [ClH:1].[NH:34]1[CH2:35][CH:32]([O:26][C:4]2[CH:3]=[C:2]([Cl:1])[C:7]([O:8][C:9]3[CH:10]=[C:11]4[C:16](=[CH:17][CH:18]=3)[N:15]=[CH:14][N:13]=[C:12]4[NH:19][C:20]3[CH:24]=[CH:23][N:22]([CH3:25])[N:21]=3)=[N:6][CH:5]=2)[CH2:33]1.